This data is from Forward reaction prediction with 1.9M reactions from USPTO patents (1976-2016). The task is: Predict the product of the given reaction. (1) The product is: [C:31]([OH:38])(=[O:37])/[CH:32]=[CH:33]/[C:34]([OH:36])=[O:35].[CH:1]1([N:14]2[CH2:30][CH2:29][C:17]3([N:21]([C:22]4[CH:23]=[CH:24][CH:25]=[CH:26][CH:27]=4)[CH2:20][CH2:19][C:18]3=[O:28])[CH2:16][CH2:15]2)[C:12]2=[C:13]3[C:8](=[CH:9][CH:10]=[CH:11]2)[CH2:7][CH2:6][CH2:5][CH:4]3[CH2:3][CH2:2]1. Given the reactants [CH:1]1([N:14]2[CH2:30][CH2:29][C:17]3([N:21]([C:22]4[CH:27]=[CH:26][CH:25]=[CH:24][CH:23]=4)[CH2:20][CH2:19][CH:18]3[OH:28])[CH2:16][CH2:15]2)[C:12]2=[C:13]3[C:8](=[CH:9][CH:10]=[CH:11]2)[CH2:7][CH2:6][CH2:5][CH:4]3[CH2:3][CH2:2]1.[C:31]([O-:38])(=[O:37])/[CH:32]=[CH:33]/[C:34]([O-:36])=[O:35].C(O)(=O)/C=C/C(O)=O, predict the reaction product. (2) Given the reactants C([O:8][C@H:9](C)[C:10]([NH:12][C@H:13]1[CH2:17][C@@H:16]([N:18]2[CH:26]=[N:25][C:24]3[C:19]2=[N:20][C:21]([N:42]2C[CH2:45][C@@H:44]([NH:47][C:48]([NH:50][C:51]4[CH:52]=[N:53][CH:54]=[CH:55][CH:56]=4)=[O:49])[CH2:43]2)=[N:22][C:23]=3[NH:27][CH2:28][CH:29]([C:36]2[CH:41]=[CH:40][CH:39]=[CH:38][CH:37]=2)[C:30]2[CH:35]=[CH:34][CH:33]=[CH:32][CH:31]=2)[C@H:15]([OH:57])[C@@H:14]1[OH:58])=[O:11])C1C=CC=CC=1.[NH2:60][C@@H]1CCN(C2N=C3C(N=CN3[C@@H]3C[C@H](NC(=O)[C@H](OCC4C=CC=CC=4)C)[C@@H](O)[C@H]3O)=C(NCC(C3C=CC=CC=3)C3C=CC=CC=3)N=2)C1, predict the reaction product. The product is: [C:36]1([CH:29]([C:30]2[CH:35]=[CH:34][CH:33]=[CH:32][CH:31]=2)[CH2:28][NH:27][C:23]2[N:22]=[C:21]([N:42]3[CH:43]=[C:44]([NH:47][C:48]([NH:50][C:51]4[CH:52]=[N:53][CH:54]=[CH:55][CH:56]=4)=[O:49])[CH:45]=[N:60]3)[N:20]=[C:19]3[C:24]=2[N:25]=[CH:26][N:18]3[C@@H:16]2[CH2:17][C@H:13]([NH:12][C:10](=[O:11])[CH2:9][OH:8])[C@@H:14]([OH:58])[C@H:15]2[OH:57])[CH:41]=[CH:40][CH:39]=[CH:38][CH:37]=1. (3) Given the reactants [S:1]1[C:5]2[CH:6]=[CH:7][CH:8]=[CH:9][C:4]=2[N:3]=[C:2]1[N:10]1[C:14](=[O:15])[CH:13]=[C:12]([CH3:16])[NH:11]1.CO[CH:19](OC)[N:20]([CH3:22])[CH3:21], predict the reaction product. The product is: [S:1]1[C:5]2[CH:6]=[CH:7][CH:8]=[CH:9][C:4]=2[N:3]=[C:2]1[N:10]1[C:14](=[O:15])[C:13](=[CH:19][N:20]([CH3:22])[CH3:21])[C:12]([CH3:16])=[N:11]1. (4) The product is: [Cl:18][C:15]1[N:14]=[CH:13][C:12]([C:11]2[O:19][C:7]([C:3]3[S:4][CH:5]=[CH:6][C:2]=3[Cl:1])=[N:9][N:10]=2)=[CH:17][CH:16]=1. Given the reactants [Cl:1][C:2]1[CH:6]=[CH:5][S:4][C:3]=1[C:7]([NH:9][NH:10][C:11](=[O:19])[C:12]1[CH:17]=[CH:16][C:15]([Cl:18])=[N:14][CH:13]=1)=O.ClC1C=CC(C(Cl)=O)=CN=1.C(=O)(O)[O-].[Na+], predict the reaction product. (5) Given the reactants Br[C:2]1[C:7]([N:8]([CH2:23][O:24][CH3:25])[S:9]([C:12]2[CH:17]=[CH:16][C:15]([Cl:18])=[C:14]([C:19]([F:22])([F:21])[F:20])[CH:13]=2)(=[O:11])=[O:10])=[CH:6][C:5]([Cl:26])=[C:4]([CH3:27])[N:3]=1.C([Mg]Cl)(C)C.CON(C)[C:36](=[O:45])[C:37]1[CH:42]=[CH:41][CH:40]=[CH:39][C:38]=1[S:43][CH3:44], predict the reaction product. The product is: [Cl:18][C:15]1[CH:16]=[CH:17][C:12]([S:9]([N:8]([C:7]2[C:2]([C:36](=[O:45])[C:37]3[CH:42]=[CH:41][CH:40]=[CH:39][C:38]=3[S:43][CH3:44])=[N:3][C:4]([CH3:27])=[C:5]([Cl:26])[CH:6]=2)[CH2:23][O:24][CH3:25])(=[O:11])=[O:10])=[CH:13][C:14]=1[C:19]([F:22])([F:21])[F:20]. (6) Given the reactants [OH:1][C:2]1[CH:11]=[C:10]2[C:5]([C:6](=[O:14])[CH2:7][C:8]([CH3:13])([CH3:12])[O:9]2)=[CH:4][CH:3]=1.O[CH2:16][CH2:17][N:18]1[CH:22]=[CH:21][N:20]=[CH:19]1, predict the reaction product. The product is: [N:18]1([CH2:17][CH2:16][O:1][C:2]2[CH:11]=[C:10]3[C:5]([C:6](=[O:14])[CH2:7][C:8]([CH3:12])([CH3:13])[O:9]3)=[CH:4][CH:3]=2)[CH:22]=[CH:21][N:20]=[CH:19]1. (7) Given the reactants C[C@@H]1CN(CC2C=NC(C)=NC=2)C[C@H]1C1NC(=O)C2C=NN(C3CCOCC3)C=2N=1.Cl.[CH2:32]([C@@H:34]1[CH2:38][NH:37][CH2:36][C@H:35]1[C:39]1[NH:40][C:41](=[O:54])[C:42]2[CH:47]=[N:46][N:45]([CH:48]3[CH2:53][CH2:52][O:51][CH2:50][CH2:49]3)[C:43]=2[N:44]=1)[CH3:33].C([BH3-])#N.[Na+].[CH:59]([C:61]1[CH:62]=[C:63]([CH:66]=[CH:67][CH:68]=1)[C:64]#[N:65])=O, predict the reaction product. The product is: [CH2:32]([C@H:34]1[C@H:35]([C:39]2[NH:40][C:41](=[O:54])[C:42]3[CH:47]=[N:46][N:45]([CH:48]4[CH2:49][CH2:50][O:51][CH2:52][CH2:53]4)[C:43]=3[N:44]=2)[CH2:36][N:37]([CH2:59][C:61]2[CH:62]=[C:63]([CH:66]=[CH:67][CH:68]=2)[C:64]#[N:65])[CH2:38]1)[CH3:33].